From a dataset of Forward reaction prediction with 1.9M reactions from USPTO patents (1976-2016). Predict the product of the given reaction. (1) Given the reactants C[O:2][C:3]([C:5]1[C:10]([Cl:11])=[C:9]([NH2:12])[CH:8]=[C:7]([C:13]2[CH:18]=[CH:17][C:16]([Cl:19])=[C:15]([O:20][CH2:21][CH:22]([F:24])[F:23])[C:14]=2[F:25])[N:6]=1)=[O:4].Cl, predict the reaction product. The product is: [NH2:12][C:9]1[CH:8]=[C:7]([C:13]2[CH:18]=[CH:17][C:16]([Cl:19])=[C:15]([O:20][CH2:21][CH:22]([F:24])[F:23])[C:14]=2[F:25])[N:6]=[C:5]([C:3]([OH:4])=[O:2])[C:10]=1[Cl:11]. (2) The product is: [CH3:23][Al:24]([Br:19])[CH3:26].[CH3:26][Al:24]([Br:21])[Br:19].[Br-:19].[Br-:19].[CH3:23][Al+2:24].[Br-:19].[CH3:23][Al+:24][CH3:25]. Given the reactants C(C1C=CC=C(C(C)(C)C)N=1)(C)(C)C.C=CC=C.[Br-:19].[Al+3].[Br-:21].[Br-].[CH3:23][Al:24]([CH3:26])[CH3:25], predict the reaction product. (3) Given the reactants [C:1]([O:5][C@@H:6]([C:12]1[C:27]([CH3:28])=[CH:26][C:15]2[N:16]=[C:17]([C:19]3[CH:24]=[CH:23][N:22]=[C:21](Cl)[CH:20]=3)[S:18][C:14]=2[C:13]=1[C:29]1[CH:34]=[CH:33][C:32]([Cl:35])=[CH:31][CH:30]=1)[C:7]([O:9][CH2:10][CH3:11])=[O:8])([CH3:4])([CH3:3])[CH3:2].[CH3:36][N:37]1[C:45]2[C:40](=[N:41][C:42]([Sn](CCCC)(CCCC)CCCC)=[CH:43][CH:44]=2)[CH:39]=[N:38]1.[Cl-].[Li+], predict the reaction product. The product is: [C:1]([O:5][C@@H:6]([C:12]1[C:27]([CH3:28])=[CH:26][C:15]2[N:16]=[C:17]([C:19]3[CH:24]=[CH:23][N:22]=[C:21]([C:42]4[N:41]=[C:40]5[CH:39]=[N:38][N:37]([CH3:36])[C:45]5=[CH:44][CH:43]=4)[CH:20]=3)[S:18][C:14]=2[C:13]=1[C:29]1[CH:30]=[CH:31][C:32]([Cl:35])=[CH:33][CH:34]=1)[C:7]([O:9][CH2:10][CH3:11])=[O:8])([CH3:4])([CH3:3])[CH3:2]. (4) Given the reactants C([O:8][C:9]1[CH:26]=[CH:25][C:24]2[C:23]3[C@H:14]([C@H:15]4[C@@:19]([CH2:21][C:22]=3[CH2:27][CH:28]=[CH2:29])([CH3:20])[C@@H:18]([O:30]CC3C=CC=CC=3)[CH2:17][CH2:16]4)[CH2:13][CH2:12][C:11]=2[CH:10]=1)C1C=CC=CC=1.[F:38][C:39]([F:66])([C:56]([F:65])([F:64])[C:57]([F:63])([F:62])[C:58]([F:61])([F:60])[F:59])[CH2:40][CH2:41][CH2:42][CH:43]([CH2:49][CH2:50][CH2:51][CH2:52][CH2:53]C=C)[C:44]([O:46]CC)=[O:45], predict the reaction product. The product is: [OH:8][C:9]1[CH:26]=[CH:25][C:24]2[C@@H:23]3[C@H:14]([C@H:15]4[C@@:19]([CH2:21][C@@H:22]3[CH2:27][CH2:28][CH2:29][CH2:53][CH2:52][CH2:51][CH2:50][CH2:49][CH:43]([CH2:42][CH2:41][CH2:40][C:39]([F:38])([F:66])[C:56]([F:64])([F:65])[C:57]([F:63])([F:62])[C:58]([F:61])([F:59])[F:60])[C:44]([OH:46])=[O:45])([CH3:20])[C@@H:18]([OH:30])[CH2:17][CH2:16]4)[CH2:13][CH2:12][C:11]=2[CH:10]=1. (5) Given the reactants C[O:2][C:3](=O)[N:4]=[C:5](SC)[C:6]([C:20]1[CH:25]=[C:24]([O:26][CH3:27])[C:23]([O:28][CH3:29])=[C:22]([OH:30])[CH:21]=1)=[N:7][C:8]1[CH:13]=[CH:12][C:11]([C:14]2[N:18]=C(C)O[N:15]=2)=[CH:10][CH:9]=1.CI.Cl.[NH:37]([C:39]1[N:40]=[N:41][CH:42]=[CH:43][CH:44]=1)[NH2:38].[CH3:45][O:46]C(=O)N=C(SC)C(C1C=C(OC)C=C(O)C=1)=NC1C=CC(C2N=C(C)ON=2)=CC=1.BrCCOC.N(C1N=CC=CN=1)N, predict the reaction product. The product is: [C:24]([OH:26])(=[O:46])[CH3:25].[O:2]=[C:3]1[N:37]([C:39]2[N:40]=[N:41][CH:42]=[CH:43][CH:44]=2)[N:38]=[C:5]([CH:6]([NH:7][C:8]2[CH:13]=[CH:12][C:11]([C:14]([NH2:18])=[NH:15])=[CH:10][CH:9]=2)[C:20]2[CH:25]=[C:24]([O:26][CH3:27])[C:23]([O:28][CH3:29])=[C:22]([O:30][CH3:45])[CH:21]=2)[NH:4]1.